This data is from Forward reaction prediction with 1.9M reactions from USPTO patents (1976-2016). The task is: Predict the product of the given reaction. (1) The product is: [CH:8](/[C:5]1[N:6]=[CH:7][C:2]2[O:1][CH2:21][CH2:20][O:16][C:3]=2[N:4]=1)=[CH:9]\[C:10]1[CH:11]=[CH:12][CH:13]=[CH:14][CH:15]=1. Given the reactants [OH:1][C:2]1[C:3](=[O:16])[NH:4][C:5](/[CH:8]=[CH:9]/[C:10]2[CH:15]=[CH:14][CH:13]=[CH:12][CH:11]=2)=[N:6][CH:7]=1.[H-].[Na+].Br[CH2:20][CH2:21]Br, predict the reaction product. (2) Given the reactants [CH2:1]([C@@H:5]1[NH:10][CH2:9][C@H:8]([CH2:11][CH:12]([CH3:14])[CH3:13])[NH:7][C:6]1=[O:15])[CH:2]([CH3:4])[CH3:3].[CH3:16][S:17]([C:20]1[CH:25]=[CH:24][C:23]([C:26]2[O:30][N:29]=[C:28]([C:31](O)=[O:32])[CH:27]=2)=[CH:22][CH:21]=1)(=[O:19])=[O:18].C([C@@H]1N(C(=O)/C=C/C2C=CC=CC=2)C[C@H](CC(C)C)NC1=O)C(C)C, predict the reaction product. The product is: [CH2:1]([C@@H:5]1[N:10]([C:31]([C:28]2[CH:27]=[C:26]([C:23]3[CH:22]=[CH:21][C:20]([S:17]([CH3:16])(=[O:19])=[O:18])=[CH:25][CH:24]=3)[O:30][N:29]=2)=[O:32])[CH2:9][C@H:8]([CH2:11][CH:12]([CH3:14])[CH3:13])[NH:7][C:6]1=[O:15])[CH:2]([CH3:4])[CH3:3]. (3) Given the reactants [Cl:1][C:2]1[CH:23]=[CH:22][C:5]([CH:6]([N:13]2[CH2:18][CH2:17][N:16]([CH2:19][CH2:20][NH2:21])[CH2:15][CH2:14]2)[C:7]2[CH:12]=[CH:11][CH:10]=[CH:9][CH:8]=2)=[CH:4][CH:3]=1.[CH2:24]([C:28]1[N:32]([C:33]2[CH:38]=[CH:37][CH:36]=[CH:35][CH:34]=2)[N:31]=[C:30]([CH:39]=O)[CH:29]=1)[CH:25]([CH3:27])[CH3:26], predict the reaction product. The product is: [CH2:24]([C:28]1[N:32]([C:33]2[CH:38]=[CH:37][CH:36]=[CH:35][CH:34]=2)[N:31]=[C:30]([CH2:39][NH:21][CH2:20][CH2:19][N:16]2[CH2:15][CH2:14][N:13]([CH:6]([C:7]3[CH:8]=[CH:9][CH:10]=[CH:11][CH:12]=3)[C:5]3[CH:4]=[CH:3][C:2]([Cl:1])=[CH:23][CH:22]=3)[CH2:18][CH2:17]2)[CH:29]=1)[CH:25]([CH3:27])[CH3:26]. (4) Given the reactants [Si]([O:8][CH2:9][CH2:10][C@H:11]1[CH2:22][CH2:21][C:20]2[S:19][C:18]3[N:17]=[CH:16][N:15]=[C:14]([O:23][CH:24]4[CH2:29][CH2:28][C:27]([NH:32][C:33](=[O:39])[O:34][C:35]([CH3:38])([CH3:37])[CH3:36])([CH2:30][CH3:31])[CH2:26][CH2:25]4)[C:13]=3[C:12]1=2)(C(C)(C)C)(C)C.CCCC[N+](CCCC)(CCCC)CCCC.[F-], predict the reaction product. The product is: [CH2:30]([C:27]1([NH:32][C:33](=[O:39])[O:34][C:35]([CH3:38])([CH3:37])[CH3:36])[CH2:28][CH2:29][CH:24]([O:23][C:14]2[C:13]3[C:12]4[C@@H:11]([CH2:10][CH2:9][OH:8])[CH2:22][CH2:21][C:20]=4[S:19][C:18]=3[N:17]=[CH:16][N:15]=2)[CH2:25][CH2:26]1)[CH3:31]. (5) Given the reactants [NH2:1][C:2]1[CH:7]=[C:6]([Cl:8])[CH:5]=[CH:4][C:3]=1[CH2:9][OH:10].[Cl:11][C:12]1[N:17]=[C:16](Cl)[CH:15]=[CH:14][N:13]=1.C(N(C(C)C)C(C)C)C, predict the reaction product. The product is: [Cl:8][C:6]1[CH:5]=[CH:4][C:3]([CH2:9][OH:10])=[C:2]([NH:1][C:14]2[CH:15]=[CH:16][N:17]=[C:12]([Cl:11])[N:13]=2)[CH:7]=1.